From a dataset of Reaction yield outcomes from USPTO patents with 853,638 reactions. Predict the reaction yield, written as a fraction of the theoretical maximum amount of product (1.0 means a 100% yield; for example, 0.34 means a 34% yield). (1) The yield is 0.440. The reactants are [CH3:1][O:2][C:3]1[CH:4]=[CH:5][C:6]2[N:7]([N:9]=[C:10]([NH2:12])[N:11]=2)[CH:8]=1.[C:13](N1C=CC=CC1=O)(N1C=CC=CC1=O)=[S:14]. The catalyst is ClCCl. The product is [N:12]([C:10]1[N:11]=[C:6]2[CH:5]=[CH:4][C:3]([O:2][CH3:1])=[CH:8][N:7]2[N:9]=1)=[C:13]=[S:14]. (2) The reactants are [NH2:1][C:2]1[C:3](=[O:17])[NH:4][C:5](=[S:16])[N:6]([CH2:9][CH:10]2CCCC[CH2:11]2)[C:7]=1[NH2:8].[CH:18](OCC)(OCC)[O:19]CC.[CH2:28](O)C. No catalyst specified. The product is [CH3:18][O:19][CH2:11][CH2:10][CH2:9][N:6]1[C:7]2[N:8]=[CH:28][NH:1][C:2]=2[C:3](=[O:17])[NH:4][C:5]1=[S:16]. The yield is 0.0900. (3) The reactants are [OH:1][C:2]1[CH:10]=[CH:9][C:5]([C:6]([OH:8])=[O:7])=[CH:4][CH:3]=1.CCN(C(C)C)C(C)C.[Si:20](Cl)([C:23]([CH3:26])([CH3:25])[CH3:24])([CH3:22])[CH3:21].OP(O)(O)=O. The catalyst is CN(C=O)C.C(Cl)Cl.CO. The product is [Si:20]([O:1][C:2]1[CH:10]=[CH:9][C:5]([C:6]([OH:8])=[O:7])=[CH:4][CH:3]=1)([C:23]([CH3:26])([CH3:25])[CH3:24])([CH3:22])[CH3:21]. The yield is 0.530. (4) The reactants are [CH3:1][C:2]([C:4]1[CH:9]=[CH:8][C:7]([F:10])=[C:6]([Br:11])[CH:5]=1)=[O:3].[BH4-].[Na+]. The catalyst is C1COCC1.CO. The product is [Br:11][C:6]1[CH:5]=[C:4]([CH:2]([OH:3])[CH3:1])[CH:9]=[CH:8][C:7]=1[F:10]. The yield is 0.970.